From a dataset of Catalyst prediction with 721,799 reactions and 888 catalyst types from USPTO. Predict which catalyst facilitates the given reaction. (1) Reactant: C(OC([N:8]1[CH2:13][CH2:12][N:11]([C:14]([C:16]2[CH:21]=[CH:20][C:19]([C:22]3[CH:27]=[C:26]([Cl:28])[C:25]([CH2:29][CH:30]4[CH2:34][CH2:33][N:32]([CH:35]5[CH2:40][CH2:39][CH2:38][CH2:37][CH2:36]5)[C:31]4=[O:41])=[C:24]([Cl:42])[CH:23]=3)=[CH:18][CH:17]=2)=[O:15])[CH2:10][CH2:9]1)=O)(C)(C)C.C([SiH](CC)CC)C.FC(F)(F)C(O)=O. Product: [CH:35]1([N:32]2[CH2:33][CH2:34][CH:30]([CH2:29][C:25]3[C:24]([Cl:42])=[CH:23][C:22]([C:19]4[CH:18]=[CH:17][C:16]([C:14]([N:11]5[CH2:10][CH2:9][NH:8][CH2:13][CH2:12]5)=[O:15])=[CH:21][CH:20]=4)=[CH:27][C:26]=3[Cl:28])[C:31]2=[O:41])[CH2:40][CH2:39][CH2:38][CH2:37][CH2:36]1. The catalyst class is: 4. (2) Reactant: [CH3:1][O:2][C:3]1[C:11]2[CH2:10][N:9]([C:12]3[CH:17]=[CH:16][C:15]([CH2:18][C:19]([O:21]CC)=[O:20])=[CH:14][CH:13]=3)[C:8](=[O:24])[C:7]=2[C:6]([O:25][CH:26]([CH3:29])[CH2:27][CH3:28])=[C:5]2[CH:30]=[CH:31][CH:32]=[CH:33][C:4]=12.[OH-].[Na+]. Product: [CH3:1][O:2][C:3]1[C:11]2[CH2:10][N:9]([C:12]3[CH:13]=[CH:14][C:15]([CH2:18][C:19]([OH:21])=[O:20])=[CH:16][CH:17]=3)[C:8](=[O:24])[C:7]=2[C:6]([O:25][CH:26]([CH3:29])[CH2:27][CH3:28])=[C:5]2[CH:30]=[CH:31][CH:32]=[CH:33][C:4]=12. The catalyst class is: 8. (3) Reactant: [Cl:1][C:2]1[N:7]=[C:6]([NH:8][C@H:9]2[CH2:14][CH2:13][C@H:12]([NH:15]C(=O)OC(C)(C)C)[CH2:11][CH2:10]2)[CH:5]=[C:4]([C:23]2[C:31]3[C:26](=[N:27][CH:28]=[C:29]([O:32][CH2:33][CH3:34])[CH:30]=3)[N:25](S(C3C=CC=CC=3)(=O)=O)[CH:24]=2)[CH:3]=1.[OH-].[Na+].C(O)(C(F)(F)F)=O. Product: [Cl:1][C:2]1[N:7]=[C:6]([NH:8][C@H:9]2[CH2:14][CH2:13][C@H:12]([NH2:15])[CH2:11][CH2:10]2)[CH:5]=[C:4]([C:23]2[C:31]3[C:26](=[N:27][CH:28]=[C:29]([O:32][CH2:33][CH3:34])[CH:30]=3)[NH:25][CH:24]=2)[CH:3]=1. The catalyst class is: 12. (4) Reactant: C([N:8]1[C:13]([C:14]2[CH:19]=[CH:18][C:17]([N:20]([CH3:22])[CH3:21])=[CH:16][CH:15]=2)=[C:12]([CH2:23][CH3:24])[C:11]([O:25][CH3:26])=[C:10]([C:27]([OH:29])=[O:28])[C:9]1=[O:30])C1C=CC=CC=1. Product: [CH3:21][N:20]([CH3:22])[C:17]1[CH:16]=[CH:15][C:14]([C:13]2[NH:8][C:9](=[O:30])[C:10]([C:27]([OH:29])=[O:28])=[C:11]([O:25][CH3:26])[C:12]=2[CH2:23][CH3:24])=[CH:19][CH:18]=1. The catalyst class is: 467. (5) Reactant: [Cl:1][S:2]([OH:5])(=O)=[O:3].[F:6][C:7]([F:22])([F:21])[C:8]([N:10]1[CH2:13][CH:12]([C:14]2[CH:19]=[CH:18][CH:17]=[C:16]([F:20])[CH:15]=2)[CH2:11]1)=[O:9]. Product: [F:20][C:16]1[CH:17]=[CH:18][C:19]([S:2]([Cl:1])(=[O:5])=[O:3])=[C:14]([CH:12]2[CH2:11][N:10]([C:8](=[O:9])[C:7]([F:6])([F:21])[F:22])[CH2:13]2)[CH:15]=1. The catalyst class is: 13.